From a dataset of NCI-60 drug combinations with 297,098 pairs across 59 cell lines. Regression. Given two drug SMILES strings and cell line genomic features, predict the synergy score measuring deviation from expected non-interaction effect. Drug 1: C1CC(C1)(C(=O)O)C(=O)O.[NH2-].[NH2-].[Pt+2]. Drug 2: COCCOC1=C(C=C2C(=C1)C(=NC=N2)NC3=CC=CC(=C3)C#C)OCCOC.Cl. Cell line: NCI-H322M. Synergy scores: CSS=25.6, Synergy_ZIP=6.53, Synergy_Bliss=5.56, Synergy_Loewe=-4.16, Synergy_HSA=5.13.